Dataset: Full USPTO retrosynthesis dataset with 1.9M reactions from patents (1976-2016). Task: Predict the reactants needed to synthesize the given product. (1) Given the product [F:38][C:2]1([F:1])[O:6][C:5]2[CH:7]=[CH:8][C:9]([C:11]3([C:14]([NH:16][C@H:17]4[C:26]5[C:21](=[CH:22][C:23]([O:27][CH2:42][CH2:41][O:40][CH3:39])=[CH:24][CH:25]=5)[O:20][C@@H:19]([C:28]5[CH:29]=[C:30]([CH:35]=[CH:36][CH:37]=5)[C:31]([O:33][CH3:34])=[O:32])[CH2:18]4)=[O:15])[CH2:13][CH2:12]3)=[CH:10][C:4]=2[O:3]1, predict the reactants needed to synthesize it. The reactants are: [F:1][C:2]1([F:38])[O:6][C:5]2[CH:7]=[CH:8][C:9]([C:11]3([C:14]([NH:16][C@H:17]4[C:26]5[C:21](=[CH:22][C:23]([OH:27])=[CH:24][CH:25]=5)[O:20][C@@H:19]([C:28]5[CH:29]=[C:30]([CH:35]=[CH:36][CH:37]=5)[C:31]([O:33][CH3:34])=[O:32])[CH2:18]4)=[O:15])[CH2:13][CH2:12]3)=[CH:10][C:4]=2[O:3]1.[CH3:39][O:40][CH2:41][CH2:42]O.C1(P(C2C=CC=CC=2)C2C=CC=CC=2)C=CC=CC=1.N(C(OC(C)(C)C)=O)=NC(OC(C)(C)C)=O. (2) Given the product [NH2:1][CH:2]1[CH2:7][CH2:6][NH:5][CH2:4][C:3]1([CH3:19])[CH3:18], predict the reactants needed to synthesize it. The reactants are: [NH2:1][CH:2]1[CH2:7][CH2:6][N:5](C(OCC2C=CC=CC=2)=O)[CH2:4][C:3]1([CH3:19])[CH3:18]. (3) Given the product [C:22]([C:21]1[CH:24]=[CH:25][C:18]([CH2:17][O:1][C:2]2[CH:3]=[CH:4][C:5]([O:6][CH:7]([CH2:12][CH3:13])[C:8]([NH:10][CH3:11])=[O:9])=[CH:14][CH:15]=2)=[CH:19][CH:20]=1)#[N:23], predict the reactants needed to synthesize it. The reactants are: [OH:1][C:2]1[CH:15]=[CH:14][C:5]([O:6][CH:7]([CH2:12][CH3:13])[C:8]([NH:10][CH3:11])=[O:9])=[CH:4][CH:3]=1.Br[CH2:17][C:18]1[CH:25]=[CH:24][C:21]([C:22]#[N:23])=[CH:20][CH:19]=1.C(=O)([O-])[O-].[K+].[K+]. (4) Given the product [Br:1][C:2]1[CH:7]=[CH:6][N:5]2[C:8](=[O:11])[N:9]([CH2:20][CH:21]([CH3:23])[CH3:22])[N:10]=[C:4]2[C:3]=1[I:12], predict the reactants needed to synthesize it. The reactants are: [Br:1][C:2]1[CH:7]=[CH:6][N:5]2[C:8](=[O:11])[NH:9][N:10]=[C:4]2[C:3]=1[I:12].C([O-])([O-])=O.[K+].[K+].I[CH2:20][CH:21]([CH3:23])[CH3:22].